This data is from Catalyst prediction with 721,799 reactions and 888 catalyst types from USPTO. The task is: Predict which catalyst facilitates the given reaction. (1) Reactant: [Na].Br.[CH2:3]1[C:5]2([CH2:10][NH:9][C:8]([NH2:11])=[N:7][CH2:6]2)[CH2:4]1.[C:12](OCC)(=[O:17])[CH2:13][C:14]([O-])=[O:15]. Product: [OH:17][C:12]1[N:11]=[C:8]2[NH:9][CH2:10][C:5]3([CH2:4][CH2:3]3)[CH2:6][N:7]2[C:14](=[O:15])[CH:13]=1. The catalyst class is: 5. (2) Reactant: [Cl:1][C:2]1[CH:3]=[C:4]([C@H:9]([NH:13][C:14](=[O:20])[O:15][C:16]([CH3:19])([CH3:18])[CH3:17])[CH2:10][CH2:11]I)[CH:5]=[CH:6][C:7]=1[Cl:8].[CH3:21][S-:22].[Na+].O. Product: [Cl:1][C:2]1[CH:3]=[C:4]([C@H:9]([NH:13][C:14](=[O:20])[O:15][C:16]([CH3:19])([CH3:18])[CH3:17])[CH2:10][CH2:11][S:22][CH3:21])[CH:5]=[CH:6][C:7]=1[Cl:8]. The catalyst class is: 16. (3) Reactant: C([Li])CCC.C(NC(C)C)(C)C.[Cl:13][C:14]1[C:19]([Cl:20])=[CH:18][C:17]([Cl:21])=[CH:16][N:15]=1.[CH3:22][O:23][C:24]1[C:31]([O:32][CH3:33])=[C:30]([O:34][CH3:35])[CH:29]=[C:28]([CH3:36])[C:25]=1[CH:26]=[O:27]. Product: [CH3:22][O:23][C:24]1[C:31]([O:32][CH3:33])=[C:30]([O:34][CH3:35])[CH:29]=[C:28]([CH3:36])[C:25]=1[CH:26]([C:18]1[C:17]([Cl:21])=[CH:16][N:15]=[C:14]([Cl:13])[C:19]=1[Cl:20])[OH:27]. The catalyst class is: 715. (4) Reactant: [F:1][C:2]1[CH:9]=[CH:8][C:5]([CH:6]=O)=[CH:4][CH:3]=1.[NH2:10][C:11]1[CH:19]=[C:15]([C:16]([OH:18])=[O:17])[C:14]([OH:20])=[CH:13][CH:12]=1. Product: [F:1][C:2]1[CH:9]=[CH:8][C:5]([CH:6]=[N:10][C:11]2[CH:12]=[CH:13][C:14]([OH:20])=[C:15]([CH:19]=2)[C:16]([OH:18])=[O:17])=[CH:4][CH:3]=1. The catalyst class is: 8. (5) Reactant: [Br:1][C:2]1[CH:10]=[CH:9][C:5]([C:6]([OH:8])=[O:7])=[C:4](F)[CH:3]=1.[N:12]1([C:18]([O:20][CH2:21][C:22]2[CH:27]=[CH:26][CH:25]=[CH:24][CH:23]=2)=[O:19])[CH2:17][CH2:16][NH:15][CH2:14][CH2:13]1.C([O-])([O-])=O.[K+].[K+]. Product: [CH2:21]([O:20][C:18]([N:12]1[CH2:17][CH2:16][N:15]([C:4]2[CH:3]=[C:2]([Br:1])[CH:10]=[CH:9][C:5]=2[C:6]([OH:8])=[O:7])[CH2:14][CH2:13]1)=[O:19])[C:22]1[CH:27]=[CH:26][CH:25]=[CH:24][CH:23]=1. The catalyst class is: 3. (6) Reactant: Cl[C:2]1[C:3]([C:12]([F:15])([F:14])[F:13])=[CH:4][C:5]([N+:9]([O-:11])=[O:10])=[C:6]([NH2:8])[CH:7]=1.[OH-].[K+].[CH3:18][CH2:19][OH:20]. Product: [CH2:19]([O:20][C:2]1[C:3]([C:12]([F:15])([F:14])[F:13])=[CH:4][C:5]([N+:9]([O-:11])=[O:10])=[C:6]([NH2:8])[CH:7]=1)[CH3:18]. The catalyst class is: 16. (7) Reactant: C(OC1C=CC([O:13][C:14]2[C:15]([C:21]#[N:22])=[N:16][C:17]([F:20])=[CH:18][N:19]=2)=CC=1)C1C=CC=CC=1.[N+]([O-])([O-])=O.[Ce+3].[NH4+].[NH4+].[N+]([O-])([O-])=O.[N+]([O-])([O-])=O.[N+]([O-])([O-])=O.[N+]([O-])([O-])=O.C(OCC)(=O)C.S([O-])([O-])(=O)=S.[Na+].[Na+]. Product: [F:20][C:17]1[N:16]=[C:15]([C:21]#[N:22])[C:14](=[O:13])[NH:19][CH:18]=1. The catalyst class is: 47.